Dataset: Forward reaction prediction with 1.9M reactions from USPTO patents (1976-2016). Task: Predict the product of the given reaction. (1) Given the reactants [C@@H:1]1([N:12]2[C:23]3[C:15](=[C:16]4[C:30](=[O:31])[NH:29][C:28](=[O:32])[C:17]4=[C:18]4[C:22]=3[NH:21][C:20]3[N:24]=[CH:25][CH:26]=[CH:27][C:19]4=3)[C:14]3[CH:33]=[CH:34][CH:35]=[N:36][C:13]2=3)[O:9][C@H:8]([CH2:10][OH:11])[C@@H:6]([OH:7])[C@H:4]([OH:5])[C@H:2]1[OH:3].C(=O)([O-])[O-].[K+].[K+].[C:43]1([CH3:53])[CH:48]=[CH:47][C:46]([S:49](Cl)(=[O:51])=[O:50])=[CH:45][CH:44]=1, predict the reaction product. The product is: [S:49]([O:3][C@@H:2]1[C@@H:4]([OH:5])[C@H:6]([OH:7])[C@@H:8]([CH2:10][OH:11])[O:9][C@H:1]1[N:12]1[C:23]2[C:15](=[C:16]3[C:30](=[O:31])[NH:29][C:28](=[O:32])[C:17]3=[C:18]3[C:22]=2[NH:21][C:20]2[N:24]=[CH:25][CH:26]=[CH:27][C:19]3=2)[C:14]2[CH:33]=[CH:34][CH:35]=[N:36][C:13]1=2)([C:46]1[CH:47]=[CH:48][C:43]([CH3:53])=[CH:44][CH:45]=1)(=[O:51])=[O:50]. (2) The product is: [Br:2][C:3]1[C:4]([CH3:12])=[CH:5][C:6]([C@@H:9]([NH:11][C:13](=[O:14])[O:15][C:16]([CH3:19])([CH3:18])[CH3:17])[CH3:10])=[N:7][CH:8]=1. Given the reactants Cl.[Br:2][C:3]1[C:4]([CH3:12])=[CH:5][C:6]([C@@H:9]([NH2:11])[CH3:10])=[N:7][CH:8]=1.[C:13](O[C:13]([O:15][C:16]([CH3:19])([CH3:18])[CH3:17])=[O:14])([O:15][C:16]([CH3:19])([CH3:18])[CH3:17])=[O:14].C(N(CC)CC)C, predict the reaction product. (3) Given the reactants C(OC(=O)[NH:7][C:8]1[CH:13]=[CH:12][C:11]([C:14]2[N:15]=[CH:16][C:17]3[N:18]([N:20]=[C:21]([NH:23][C:24]4[CH:29]=[CH:28][CH:27]=[CH:26][C:25]=4[C:30]#[N:31])[N:22]=3)[CH:19]=2)=[CH:10][CH:9]=1)(C)(C)C.COC1C=CC=C(OC)C=1.B(F)(F)F.C(=O)([O-])[O-].[K+].[K+], predict the reaction product. The product is: [NH2:7][C:8]1[CH:13]=[CH:12][C:11]([C:14]2[N:15]=[CH:16][C:17]3[N:18]([N:20]=[C:21]([NH:23][C:24]4[CH:29]=[CH:28][CH:27]=[CH:26][C:25]=4[C:30]#[N:31])[N:22]=3)[CH:19]=2)=[CH:10][CH:9]=1.